From a dataset of Forward reaction prediction with 1.9M reactions from USPTO patents (1976-2016). Predict the product of the given reaction. Given the reactants [CH2:1]([O:8][C:9](=[O:27])[C@H:10]([CH2:12][CH2:13][CH2:14][CH2:15][NH:16][C:17]([O:19][CH2:20][C:21]1[CH:26]=[CH:25][CH:24]=[CH:23][CH:22]=1)=[O:18])[NH2:11])[C:2]1[CH:7]=[CH:6][CH:5]=[CH:4][CH:3]=1.[CH2:28]1[CH:30]([CH:31](O)C#N)[CH2:29]1, predict the reaction product. The product is: [CH2:1]([O:8][C:9](=[O:27])[C@H:10]([CH2:12][CH2:13][CH2:14][CH2:15][NH:16][C:17]([O:19][CH2:20][C:21]1[CH:22]=[CH:23][CH:24]=[CH:25][CH:26]=1)=[O:18])[NH:11][CH2:31][CH:30]1[CH2:28][CH2:29]1)[C:2]1[CH:7]=[CH:6][CH:5]=[CH:4][CH:3]=1.